The task is: Predict the reaction yield, written as a fraction of the theoretical maximum amount of product (1.0 means a 100% yield; for example, 0.34 means a 34% yield).. This data is from Reaction yield outcomes from USPTO patents with 853,638 reactions. The reactants are [C:1]([O:5][C:6]([N:8]1[CH2:15][CH:14]2[C:10]([C:27]3[CH:32]=[CH:31][CH:30]=[CH:29][CH:28]=3)([N:11]([C:16](=[S:26])[NH:17][C:18](=[O:25])[C:19]3[CH:24]=[CH:23][CH:22]=[CH:21][CH:20]=3)[O:12][CH2:13]2)[CH2:9]1)=[O:7])([CH3:4])([CH3:3])[CH3:2]. The catalyst is [Zn].C(O)(=O)C. The product is [C:18]([NH:17][C:16]([NH:11][C@:10]1([C:27]2[CH:28]=[CH:29][CH:30]=[CH:31][CH:32]=2)[C@H:14]([CH2:13][OH:12])[CH2:15][N:8]([C:6]([O:5][C:1]([CH3:4])([CH3:3])[CH3:2])=[O:7])[CH2:9]1)=[S:26])(=[O:25])[C:19]1[CH:20]=[CH:21][CH:22]=[CH:23][CH:24]=1. The yield is 0.700.